Dataset: NCI-60 drug combinations with 297,098 pairs across 59 cell lines. Task: Regression. Given two drug SMILES strings and cell line genomic features, predict the synergy score measuring deviation from expected non-interaction effect. Drug 1: CC1=C2C(C(=O)C3(C(CC4C(C3C(C(C2(C)C)(CC1OC(=O)C(C(C5=CC=CC=C5)NC(=O)OC(C)(C)C)O)O)OC(=O)C6=CC=CC=C6)(CO4)OC(=O)C)O)C)O. Drug 2: CC(C)NC(=O)C1=CC=C(C=C1)CNNC.Cl. Cell line: SK-MEL-5. Synergy scores: CSS=30.5, Synergy_ZIP=-0.553, Synergy_Bliss=-1.80, Synergy_Loewe=-68.7, Synergy_HSA=-1.23.